From a dataset of Reaction yield outcomes from USPTO patents with 853,638 reactions. Predict the reaction yield, written as a fraction of the theoretical maximum amount of product (1.0 means a 100% yield; for example, 0.34 means a 34% yield). (1) The reactants are [H-].[Na+].[CH3:3][N:4]([CH3:18])[NH:5][C:6]([C:8]1[CH:9]=[C:10]([CH:15]=[CH:16][CH:17]=1)[C:11]([O:13][CH3:14])=[O:12])=[O:7].[CH3:19][C:20]1[N:21]=[C:22]([CH2:25]Br)[S:23][CH:24]=1. The catalyst is C1COCC1. The product is [CH3:18][N:4]([CH3:3])[N:5]([CH2:25][C:22]1[S:23][CH:24]=[C:20]([CH3:19])[N:21]=1)[C:6]([C:8]1[CH:9]=[C:10]([CH:15]=[CH:16][CH:17]=1)[C:11]([O:13][CH3:14])=[O:12])=[O:7]. The yield is 0.700. (2) The reactants are [CH3:1][O:2][C:3]1[C:12]2[C:7](=[CH:8][CH:9]=[CH:10][CH:11]=2)[C:6]([C:13]2[O:14][C:15](=[O:23])[C:16]3[N:22]=[CH:21][CH:20]=[CH:19][C:17]=3[N:18]=2)=[CH:5][CH:4]=1.[O:24]1[CH2:29][CH2:28][CH:27]([CH2:30][NH2:31])[CH2:26][CH2:25]1. No catalyst specified. The product is [CH3:1][O:2][C:3]1[C:12]2[C:7](=[CH:8][CH:9]=[CH:10][CH:11]=2)[C:6]([C:13]([NH:18][C:17]2[C:16]([C:15]([NH:31][CH2:30][CH:27]3[CH2:28][CH2:29][O:24][CH2:25][CH2:26]3)=[O:23])=[N:22][CH:21]=[CH:20][CH:19]=2)=[O:14])=[CH:5][CH:4]=1. The yield is 0.480. (3) The reactants are [Br:1][C:2]1[CH:3]=[C:4]([CH:26]=[CH:27][CH:28]=1)[C:5]([NH:7][C:8]1[CH:13]=[C:12]([S:14][C:15]2[CH:20]=[CH:19][C:18]([OH:21])=[CH:17][CH:16]=2)[C:11]([N+:22]([O-])=O)=[CH:10][C:9]=1[CH3:25])=[O:6].OC1C=CC(SC2C([N+]([O-])=O)=CC(C)=C(NC(=O)CC3C=CC=CC=3)C=2)=CC=1. No catalyst specified. The product is [NH2:22][C:11]1[C:12]([S:14][C:15]2[CH:20]=[CH:19][C:18]([OH:21])=[CH:17][CH:16]=2)=[CH:13][C:8]([NH:7][C:5](=[O:6])[C:4]2[CH:26]=[CH:27][CH:28]=[C:2]([Br:1])[CH:3]=2)=[C:9]([CH3:25])[CH:10]=1. The yield is 0.860. (4) The reactants are [CH3:1][C:2]([O:6][CH2:7][CH:8]1[CH2:10][O:9]1)([CH3:5])[CH2:3][OH:4].C12(CS(O)(=O)=O)C(C)(C)C(CC1)CC2=O.C(=O)([O-])O.[Na+]. The catalyst is ClCCl. The product is [CH3:1][C:2]1([CH3:5])[CH2:3][O:4][CH:8]([CH2:10][OH:9])[CH2:7][O:6]1. The yield is 0.570. (5) The product is [CH2:7]([N:9]([CH2:10][CH3:11])[C:41](=[O:43])[CH2:40][CH2:39][C:37]1[NH:36][C:35](=[O:46])[C:34]2([CH2:33][CH2:32][N:31]([C:29]([C:21]3[C:22]4[CH:28]=[CH:27][CH:26]=[CH:25][C:23]=4[S:24][C:20]=3[NH:19][C:18]([NH:17][CH2:15][CH3:16])=[O:49])=[O:30])[CH2:48][CH2:47]2)[N:38]=1)[CH3:8]. The yield is 0.200. The reactants are CCCCCC.[CH2:7]([N:9]([Al](C)C)[CH2:10][CH3:11])[CH3:8].[CH2:15]([NH:17][C:18](=[O:49])[NH:19][C:20]1[S:24][C:23]2[CH:25]=[CH:26][CH:27]=[CH:28][C:22]=2[C:21]=1[C:29]([N:31]1[CH2:48][CH2:47][C:34]2([N:38]=[C:37]([CH2:39][CH2:40][C:41]([O:43]CC)=O)[NH:36][C:35]2=[O:46])[CH2:33][CH2:32]1)=[O:30])[CH3:16]. The catalyst is C1C=CC=CC=1.C1COCC1.